This data is from Reaction yield outcomes from USPTO patents with 853,638 reactions. The task is: Predict the reaction yield, written as a fraction of the theoretical maximum amount of product (1.0 means a 100% yield; for example, 0.34 means a 34% yield). (1) The reactants are [NH:1]1[C:9]2[C:4](=[CH:5][CH:6]=[CH:7][CH:8]=2)[C:3]2([C:13]3=[CH:14][C:15]4[O:19][CH2:18][O:17][C:16]=4[CH:20]=[C:12]3[O:11][CH2:10]2)[C:2]1=[O:21].[CH:22]([N:25]1[C:29]([CH3:30])=[CH:28][C:27]([CH2:31]O)=[C:26]1[CH3:33])([CH3:24])[CH3:23].C(P(CCCC)CCCC)CCC.N(C(OCC)=O)=NC(OCC)=O. The catalyst is O1CCCC1. The product is [CH3:33][C:26]1[N:25]([CH:22]([CH3:24])[CH3:23])[C:29]([CH3:30])=[CH:28][C:27]=1[CH2:31][N:1]1[C:9]2[C:4](=[CH:5][CH:6]=[CH:7][CH:8]=2)[C:3]2([C:13]3=[CH:14][C:15]4[O:19][CH2:18][O:17][C:16]=4[CH:20]=[C:12]3[O:11][CH2:10]2)[C:2]1=[O:21]. The yield is 0.240. (2) The reactants are [CH3:1][O:2][C:3]1[CH:4]=[C:5]2[C:10](=[CH:11][C:12]=1[O:13][CH3:14])[N:9]=[CH:8][N:7]=[C:6]2[O:15][C:16]1[CH:22]=[CH:21][C:19]([NH2:20])=[CH:18][CH:17]=1.Cl[C:24](Cl)([O:26][C:27](=[O:33])OC(Cl)(Cl)Cl)Cl.[C:35]1(CO)[CH:40]=[CH:39][CH:38]=[CH:37][CH:36]=1.C(=O)(O)[O-].[Na+]. The catalyst is C(Cl)Cl.C(N(CC)CC)C.C1(C)C=CC=CC=1. The product is [CH3:1][O:2][C:3]1[CH:4]=[C:5]2[C:10](=[CH:11][C:12]=1[O:13][CH3:14])[N:9]=[CH:8][N:7]=[C:6]2[O:15][C:16]1[CH:22]=[CH:21][C:19]([NH:20][C:27](=[O:33])[O:26][CH2:24][C:35]2[CH:40]=[CH:39][CH:38]=[CH:37][CH:36]=2)=[CH:18][CH:17]=1. The yield is 0.580.